From a dataset of Full USPTO retrosynthesis dataset with 1.9M reactions from patents (1976-2016). Predict the reactants needed to synthesize the given product. (1) Given the product [F:36][C:37]([F:41])([F:40])[CH2:38][NH:39][C:32]([C:19]1([CH2:18][CH2:17][CH2:16][N:13]2[CH2:14][CH2:15][N:10]([C:8](=[O:9])[CH2:7][C:1]3[CH:6]=[CH:5][CH:4]=[CH:3][CH:2]=3)[CH2:11][CH2:12]2)[C:31]2[CH:30]=[CH:29][CH:28]=[CH:27][C:26]=2[C:25]2[C:20]1=[CH:21][CH:22]=[CH:23][CH:24]=2)=[O:33], predict the reactants needed to synthesize it. The reactants are: [C:1]1([CH2:7][C:8]([N:10]2[CH2:15][CH2:14][N:13]([CH2:16][CH2:17][CH2:18][C:19]3([C:32](Cl)=[O:33])[C:31]4[CH:30]=[CH:29][CH:28]=[CH:27][C:26]=4[C:25]4[C:20]3=[CH:21][CH:22]=[CH:23][CH:24]=4)[CH2:12][CH2:11]2)=[O:9])[CH:6]=[CH:5][CH:4]=[CH:3][CH:2]=1.Cl.[F:36][C:37]([F:41])([F:40])[CH2:38][NH2:39].C(N(CC)CC)C. (2) Given the product [Cl:20][C:17]1[CH:16]=[CH:15][C:14]([CH:5]([CH2:6][C:7]2[CH:12]=[CH:11][C:10]([Cl:13])=[CH:9][CH:8]=2)[CH:3]([NH:2][C:22](=[O:21])[C:23]([CH3:28])([CH3:27])[CH2:24][OH:25])[CH3:4])=[CH:19][CH:18]=1, predict the reactants needed to synthesize it. The reactants are: Cl.[NH2:2][CH:3]([CH:5]([C:14]1[CH:19]=[CH:18][C:17]([Cl:20])=[CH:16][CH:15]=1)[CH2:6][C:7]1[CH:12]=[CH:11][C:10]([Cl:13])=[CH:9][CH:8]=1)[CH3:4].[OH:21][CH2:22][C:23]([CH3:28])([CH3:27])[C:24](O)=[O:25].ON1C2C=CC=CC=2N=N1.C(N(C(C)C)CC)(C)C. (3) Given the product [O:25]1[CH2:26][CH2:27][CH:22]([C:14]2[N:13]3[C:17]([C:18](=[O:19])[NH:9][C:10](=[O:11])[NH:12]3)=[CH:16][N:15]=2)[CH2:23][CH2:24]1, predict the reactants needed to synthesize it. The reactants are: C([NH:9][C:10]([NH:12][N:13]1[C:17]([C:18](OC)=[O:19])=[CH:16][N:15]=[C:14]1[CH:22]1[CH2:27][CH2:26][O:25][CH2:24][CH2:23]1)=[O:11])(=O)C1C=CC=CC=1.C(=O)([O-])[O-].[K+].[K+].